From a dataset of NCI-60 drug combinations with 297,098 pairs across 59 cell lines. Regression. Given two drug SMILES strings and cell line genomic features, predict the synergy score measuring deviation from expected non-interaction effect. (1) Drug 1: C1C(C(OC1N2C=NC3=C(N=C(N=C32)Cl)N)CO)O. Drug 2: C1CN(P(=O)(OC1)NCCCl)CCCl. Cell line: OVCAR-8. Synergy scores: CSS=40.1, Synergy_ZIP=0.248, Synergy_Bliss=-1.37, Synergy_Loewe=-23.7, Synergy_HSA=-1.12. (2) Drug 1: C1CCC(C1)C(CC#N)N2C=C(C=N2)C3=C4C=CNC4=NC=N3. Drug 2: CCN(CC)CCCC(C)NC1=C2C=C(C=CC2=NC3=C1C=CC(=C3)Cl)OC. Cell line: M14. Synergy scores: CSS=14.9, Synergy_ZIP=7.36, Synergy_Bliss=9.18, Synergy_Loewe=-5.62, Synergy_HSA=-0.0136. (3) Drug 1: CCCS(=O)(=O)NC1=C(C(=C(C=C1)F)C(=O)C2=CNC3=C2C=C(C=N3)C4=CC=C(C=C4)Cl)F. Drug 2: C1=CC=C(C(=C1)C(C2=CC=C(C=C2)Cl)C(Cl)Cl)Cl. Cell line: M14. Synergy scores: CSS=48.8, Synergy_ZIP=5.96, Synergy_Bliss=5.00, Synergy_Loewe=-4.59, Synergy_HSA=5.42. (4) Drug 1: CC1=C2C(C(=O)C3(C(CC4C(C3C(C(C2(C)C)(CC1OC(=O)C(C(C5=CC=CC=C5)NC(=O)OC(C)(C)C)O)O)OC(=O)C6=CC=CC=C6)(CO4)OC(=O)C)O)C)O. Drug 2: CS(=O)(=O)OCCCCOS(=O)(=O)C. Cell line: NCI-H226. Synergy scores: CSS=27.9, Synergy_ZIP=0.660, Synergy_Bliss=-1.42, Synergy_Loewe=-36.1, Synergy_HSA=-3.83. (5) Drug 1: C1=NC2=C(N1)C(=S)N=C(N2)N. Drug 2: CN1C2=C(C=C(C=C2)N(CCCl)CCCl)N=C1CCCC(=O)O.Cl. Cell line: A549. Synergy scores: CSS=13.9, Synergy_ZIP=-4.98, Synergy_Bliss=-8.26, Synergy_Loewe=-46.9, Synergy_HSA=-8.98. (6) Drug 1: CCC1=CC2CC(C3=C(CN(C2)C1)C4=CC=CC=C4N3)(C5=C(C=C6C(=C5)C78CCN9C7C(C=CC9)(C(C(C8N6C)(C(=O)OC)O)OC(=O)C)CC)OC)C(=O)OC.C(C(C(=O)O)O)(C(=O)O)O. Drug 2: C1=C(C(=O)NC(=O)N1)N(CCCl)CCCl. Cell line: NCI/ADR-RES. Synergy scores: CSS=14.4, Synergy_ZIP=-7.56, Synergy_Bliss=2.43, Synergy_Loewe=2.08, Synergy_HSA=3.19.